This data is from Catalyst prediction with 721,799 reactions and 888 catalyst types from USPTO. The task is: Predict which catalyst facilitates the given reaction. (1) Product: [S:28]1[CH:29]=[C:25]([CH2:24][NH:23][C:19]([C:17]2[S:16][C:11]3[N:10]([C:9](=[O:22])[N:8]([CH2:1][C:2]4[CH:7]=[CH:6][CH:5]=[CH:4][CH:3]=4)[C:13](=[O:14])[C:12]=3[CH3:15])[CH:18]=2)=[O:20])[N:26]=[CH:27]1. The catalyst class is: 9. Reactant: [CH2:1]([N:8]1[C:13](=[O:14])[C:12]([CH3:15])=[C:11]2[S:16][C:17]([C:19](O)=[O:20])=[CH:18][N:10]2[C:9]1=[O:22])[C:2]1[CH:7]=[CH:6][CH:5]=[CH:4][CH:3]=1.[NH2:23][CH2:24][C:25]1[N:26]=[CH:27][S:28][CH:29]=1.O.ON1C2C=CC=CC=2N=N1.Cl.CN(C)CCCN=C=NCC. (2) Reactant: C[N+]1([O-])CCOCC1.[Cl:9][C:10]1[CH:11]=[C:12]([CH:22]=[CH:23][C:24]=1[CH:25]([CH3:35])[CH:26]([OH:34])[C:27]1[CH:32]=[CH:31][N:30]=[C:29]([CH3:33])[CH:28]=1)[O:13][C:14]1[CH:21]=[CH:20][C:17]([C:18]#[N:19])=[CH:16][CH:15]=1. Product: [Cl:9][C:10]1[CH:11]=[C:12]([CH:22]=[CH:23][C:24]=1[CH:25]([CH3:35])[C:26]([C:27]1[CH:32]=[CH:31][N:30]=[C:29]([CH3:33])[CH:28]=1)=[O:34])[O:13][C:14]1[CH:21]=[CH:20][C:17]([C:18]#[N:19])=[CH:16][CH:15]=1. The catalyst class is: 678. (3) Reactant: [Cl:1][C:2]1[CH:3]=[CH:4][C:5]([N:10]2[CH:14]=[N:13][CH:12]=[N:11]2)=[C:6]([CH:9]=1)[C:7]#[N:8].N. Product: [Cl:1][C:2]1[CH:3]=[CH:4][C:5]([N:10]2[CH:14]=[N:13][CH:12]=[N:11]2)=[C:6]([CH:9]=1)[CH2:7][NH2:8]. The catalyst class is: 319. (4) Reactant: [CH2:1]([N:8]1[C:12](=[O:13])[C:11](=[C:14]2[N:18]([CH3:19])[C:17]([C:20]3[CH:25]=[CH:24][CH:23]=[CH:22][C:21]=3[O:26]C)=[CH:16][S:15]2)[S:10][C:9]1=[N:28][C:29]1[CH:30]=[C:31]([CH:34]=[CH:35][C:36]=1[NH:37][CH2:38][CH3:39])[C:32]#[N:33])[C:2]1[CH:7]=[CH:6][CH:5]=[CH:4][CH:3]=1.B(Br)(Br)Br. Product: [CH2:1]([N:8]1[C:12](=[O:13])[C:11](=[C:14]2[N:18]([CH3:19])[C:17]([C:20]3[CH:25]=[CH:24][CH:23]=[CH:22][C:21]=3[OH:26])=[CH:16][S:15]2)[S:10][C:9]1=[N:28][C:29]1[CH:30]=[C:31]([CH:34]=[CH:35][C:36]=1[NH:37][CH2:38][CH3:39])[C:32]#[N:33])[C:2]1[CH:7]=[CH:6][CH:5]=[CH:4][CH:3]=1. The catalyst class is: 2.